Dataset: Catalyst prediction with 721,799 reactions and 888 catalyst types from USPTO. Task: Predict which catalyst facilitates the given reaction. (1) Reactant: [O:1]1[CH2:5][CH2:4][NH:3][C:2]1=[O:6].[H-].[Na+].[Br:9][C:10]1[CH:15]=[CH:14][C:13]([Cl:16])=[C:12]([CH2:17]Br)[CH:11]=1.[Cl-].[NH4+]. Product: [Br:9][C:10]1[CH:15]=[CH:14][C:13]([Cl:16])=[C:12]([CH2:17][N:3]2[CH2:4][CH2:5][O:1][C:2]2=[O:6])[CH:11]=1. The catalyst class is: 34. (2) Reactant: [OH:1][C:2]([C:14]1[CH:19]=[CH:18][CH:17]=[C:16]([OH:20])[CH:15]=1)([C:8]1[CH:13]=[CH:12][CH:11]=[CH:10][CH:9]=1)[C:3]([O:5][CH2:6][CH3:7])=[O:4].C(=O)([O-])[O-].[K+].[K+].Cl[CH2:28][CH2:29][CH2:30][CH2:31][CH:32]1[O:36][CH2:35][CH2:34][O:33]1.S([O-])(O)(=O)=O.[K+]. Product: [O:33]1[CH2:34][CH2:35][O:36][CH:32]1[CH2:31][CH2:30][CH2:29][CH2:28][O:20][C:16]1[CH:15]=[C:14]([C:2]([OH:1])([C:8]2[CH:13]=[CH:12][CH:11]=[CH:10][CH:9]=2)[C:3]([O:5][CH2:6][CH3:7])=[O:4])[CH:19]=[CH:18][CH:17]=1. The catalyst class is: 3. (3) Reactant: Cl[C:2]1[N:7]=[C:6]([NH:8][CH2:9][CH2:10][CH3:11])[N:5]=[C:4]([NH:12][CH2:13][CH2:14][CH3:15])[N:3]=1.Cl.Cl.[CH3:18][NH:19][NH:20][CH3:21].[OH-].[Na+]. Product: [CH2:13]([NH:12][C:4]1[N:5]=[C:6]([NH:8][CH2:9][CH2:10][CH3:11])[N:7]=[C:2]([N:19]([CH3:18])[NH:20][CH3:21])[N:3]=1)[CH2:14][CH3:15]. The catalyst class is: 38. (4) Reactant: [CH3:1][O:2][C:3](=[O:9])[C:4]([CH3:8])([CH3:7])[CH2:5][OH:6].[Cr](Cl)([O-])(=O)=O.[NH+]1C=CC=CC=1. Product: [CH3:1][O:2][C:3](=[O:9])[C:4]([CH3:8])([CH3:7])[CH:5]=[O:6]. The catalyst class is: 4. (5) Product: [CH:23]([O:26][C:27]1[CH:38]=[CH:37][C:30]([C:31]2[O:22][N:21]=[C:17]3[C:18]4[C:13]([CH2:14][CH2:15][C:16]=23)=[CH:12][C:11]([CH:9]=[CH2:10])=[CH:20][CH:19]=4)=[CH:29][C:28]=1[C:39]([F:40])([F:41])[F:42])([CH3:25])[CH3:24]. The catalyst class is: 182. Reactant: [Li+].CC([N-]C(C)C)C.[CH:9]([C:11]1[CH:12]=[C:13]2[C:18](=[CH:19][CH:20]=1)/[C:17](=[N:21]/[OH:22])/[CH2:16][CH2:15][CH2:14]2)=[CH2:10].[CH:23]([O:26][C:27]1[CH:38]=[CH:37][C:30]([C:31](OC(C)C)=O)=[CH:29][C:28]=1[C:39]([F:42])([F:41])[F:40])([CH3:25])[CH3:24].O.C1(C)C=CC(S(O)(=O)=O)=CC=1. (6) Reactant: [NH2:1][N:2]1[CH2:7][CH2:6][CH2:5][CH2:4][C:3]1=[O:8].C(N(CC)C(C)C)(C)C.Br[C:19]([C:27]1[CH:32]=[CH:31][CH:30]=[CH:29][CH:28]=1)=[C:20]([N+:25]#[C-:26])[C:21]([O:23][CH3:24])=[O:22].C1CCN2C(=NCCC2)CC1. Product: [O:8]=[C:3]1[CH2:4][CH2:5][CH2:6][CH2:7][N:2]1[N:1]1[C:19]([C:27]2[CH:28]=[CH:29][CH:30]=[CH:31][CH:32]=2)=[C:20]([C:21]([O:23][CH3:24])=[O:22])[N:25]=[CH:26]1. The catalyst class is: 338.